Task: Predict the reactants needed to synthesize the given product.. Dataset: Full USPTO retrosynthesis dataset with 1.9M reactions from patents (1976-2016) Given the product [CH2:1]([O:8][C:9]1[C:10]([C:20]([O:22][CH2:23][CH3:24])=[O:21])=[C:11]([Br:30])[N:12]2[CH2:17][CH2:16][N:15]([CH3:18])[C:14](=[O:19])[C:13]=12)[C:2]1[CH:3]=[CH:4][CH:5]=[CH:6][CH:7]=1, predict the reactants needed to synthesize it. The reactants are: [CH2:1]([O:8][C:9]1[C:10]([C:20]([O:22][CH2:23][CH3:24])=[O:21])=[CH:11][N:12]2[CH2:17][CH2:16][N:15]([CH3:18])[C:14](=[O:19])[C:13]=12)[C:2]1[CH:7]=[CH:6][CH:5]=[CH:4][CH:3]=1.C(=O)(O)[O-].[Na+].[Br:30]Br.